This data is from NCI-60 drug combinations with 297,098 pairs across 59 cell lines. The task is: Regression. Given two drug SMILES strings and cell line genomic features, predict the synergy score measuring deviation from expected non-interaction effect. (1) Drug 1: CNC(=O)C1=CC=CC=C1SC2=CC3=C(C=C2)C(=NN3)C=CC4=CC=CC=N4. Drug 2: C1CCC(C1)C(CC#N)N2C=C(C=N2)C3=C4C=CNC4=NC=N3. Cell line: SF-268. Synergy scores: CSS=2.37, Synergy_ZIP=1.16, Synergy_Bliss=2.49, Synergy_Loewe=-7.12, Synergy_HSA=-2.64. (2) Cell line: M14. Synergy scores: CSS=0.623, Synergy_ZIP=1.49, Synergy_Bliss=1.78, Synergy_Loewe=-39.1, Synergy_HSA=-6.30. Drug 2: C1=CN(C(=O)N=C1N)C2C(C(C(O2)CO)O)O.Cl. Drug 1: C1CCC(C1)C(CC#N)N2C=C(C=N2)C3=C4C=CNC4=NC=N3. (3) Drug 1: C1CCN(CC1)CCOC2=CC=C(C=C2)C(=O)C3=C(SC4=C3C=CC(=C4)O)C5=CC=C(C=C5)O. Drug 2: CS(=O)(=O)CCNCC1=CC=C(O1)C2=CC3=C(C=C2)N=CN=C3NC4=CC(=C(C=C4)OCC5=CC(=CC=C5)F)Cl. Cell line: T-47D. Synergy scores: CSS=17.9, Synergy_ZIP=0.895, Synergy_Bliss=4.68, Synergy_Loewe=5.69, Synergy_HSA=6.72. (4) Drug 1: C1CN1C2=NC(=NC(=N2)N3CC3)N4CC4. Drug 2: CC(CN1CC(=O)NC(=O)C1)N2CC(=O)NC(=O)C2. Cell line: HCT116. Synergy scores: CSS=48.8, Synergy_ZIP=2.34, Synergy_Bliss=0.804, Synergy_Loewe=-2.92, Synergy_HSA=5.40. (5) Drug 1: CN(CCCl)CCCl.Cl. Synergy scores: CSS=2.51, Synergy_ZIP=-1.88, Synergy_Bliss=-4.03, Synergy_Loewe=-54.8, Synergy_HSA=-4.17. Cell line: SK-MEL-28. Drug 2: CN(C(=O)NC(C=O)C(C(C(CO)O)O)O)N=O. (6) Cell line: IGROV1. Synergy scores: CSS=0.183, Synergy_ZIP=0.879, Synergy_Bliss=1.70, Synergy_Loewe=-3.46, Synergy_HSA=-0.106. Drug 1: CC1=CC2C(CCC3(C2CCC3(C(=O)C)OC(=O)C)C)C4(C1=CC(=O)CC4)C. Drug 2: C1=NC(=NC(=O)N1C2C(C(C(O2)CO)O)O)N. (7) Drug 1: C1=C(C(=O)NC(=O)N1)N(CCCl)CCCl. Drug 2: C(CCl)NC(=O)N(CCCl)N=O. Cell line: T-47D. Synergy scores: CSS=6.20, Synergy_ZIP=-7.10, Synergy_Bliss=3.00, Synergy_Loewe=-5.52, Synergy_HSA=0.633. (8) Drug 1: CC1=CC2C(CCC3(C2CCC3(C(=O)C)OC(=O)C)C)C4(C1=CC(=O)CC4)C. Drug 2: C(CN)CNCCSP(=O)(O)O. Cell line: SNB-75. Synergy scores: CSS=-2.87, Synergy_ZIP=4.59, Synergy_Bliss=4.13, Synergy_Loewe=-4.49, Synergy_HSA=-3.96. (9) Drug 1: COC1=CC(=CC(=C1O)OC)C2C3C(COC3=O)C(C4=CC5=C(C=C24)OCO5)OC6C(C(C7C(O6)COC(O7)C8=CC=CS8)O)O. Drug 2: CC1=C(C(CCC1)(C)C)C=CC(=CC=CC(=CC(=O)O)C)C. Cell line: NCI-H226. Synergy scores: CSS=24.6, Synergy_ZIP=-1.33, Synergy_Bliss=3.61, Synergy_Loewe=-5.28, Synergy_HSA=4.95.